This data is from Human liver microsome stability data. The task is: Regression/Classification. Given a drug SMILES string, predict its absorption, distribution, metabolism, or excretion properties. Task type varies by dataset: regression for continuous measurements (e.g., permeability, clearance, half-life) or binary classification for categorical outcomes (e.g., BBB penetration, CYP inhibition). Dataset: hlm. (1) The compound is C[C@@H]1CN(C(c2ccc(F)cc2)c2nnnn2Cc2ccccc2)CCN1C1CCC1. The result is 1 (stable in human liver microsomes). (2) The compound is Oc1c(C(Nc2ccccn2)c2ccccc2)ccc2cccnc12. The result is 1 (stable in human liver microsomes).